From a dataset of Peptide-MHC class I binding affinity with 185,985 pairs from IEDB/IMGT. Regression. Given a peptide amino acid sequence and an MHC pseudo amino acid sequence, predict their binding affinity value. This is MHC class I binding data. The peptide sequence is ATATWFQYY. The MHC is HLA-B40:01 with pseudo-sequence HLA-B40:01. The binding affinity (normalized) is 0.0847.